This data is from Full USPTO retrosynthesis dataset with 1.9M reactions from patents (1976-2016). The task is: Predict the reactants needed to synthesize the given product. (1) Given the product [CH2:1]([C:8]1[N:13]=[C:12]([C:14]2[N:24]=[CH:25][C:26]3[CH2:27][CH2:28][CH2:23][CH2:16][CH2:17][C:22]=3[N:15]=2)[CH:11]=[CH:10][CH:9]=1)[C:2]1[CH:7]=[CH:6][CH:5]=[CH:4][CH:3]=1, predict the reactants needed to synthesize it. The reactants are: [CH2:1]([C:8]1[N:13]=[C:12]([C:14]#[N:15])[CH:11]=[CH:10][CH:9]=1)[C:2]1[CH:7]=[CH:6][CH:5]=[CH:4][CH:3]=1.[CH2:16]([CH:23]1[CH:28]=[CH:27][CH:26]=[CH:25][N:24]1O)[C:17]1[CH:22]=CC=CC=1.C[Si](C#N)(C)C.C(Cl)(=O)N. (2) Given the product [C:1]([OH:6])(=[O:5])[C:2]([OH:4])=[O:3].[CH2:7]([O:14][NH:15][C@H:16]1[CH2:21][NH:20][C@H:19]([C:22]([O:24][CH2:25][CH3:26])=[O:23])[CH2:18][CH2:17]1)[C:8]1[CH:9]=[CH:10][CH:11]=[CH:12][CH:13]=1, predict the reactants needed to synthesize it. The reactants are: [C:1]([OH:6])(=[O:5])[C:2]([OH:4])=[O:3].[CH2:7]([O:14][NH:15][C@H:16]1[CH2:21][NH:20][C@H:19]([C:22]([O:24][CH2:25][C:26]2C=CC=CC=2)=[O:23])[CH2:18][CH2:17]1)[C:8]1[CH:13]=[CH:12][CH:11]=[CH:10][CH:9]=1.[O-]CC.[Na+].C(O)(=O)C.O.O.C(O)(=O)C(O)=O. (3) Given the product [N:12]([C:13]1[CH:14]=[N:15][CH:16]=[CH:17][C:18]=1[O:19][CH:20]1[CH2:21][N:22]([C:24]([O:26][C:27]([CH3:28])([CH3:31])[CH3:1])=[O:25])[CH2:23]1)=[C:8]=[S:9], predict the reactants needed to synthesize it. The reactants are: [CH3:1]CN(CC)CC.[C:8](Cl)(Cl)=[S:9].[NH2:12][C:13]1[CH:14]=[N:15][CH:16]=[CH:17][C:18]=1[O:19][CH:20]1[CH2:23][N:22]([C:24]([O-:26])=[O:25])[CH2:21]1.[CH2:27]1[CH2:31]OC[CH2:28]1. (4) Given the product [C:13]1([CH3:23])[CH:18]=[CH:17][C:16]([S:19]([O:1][CH2:2][C@H:3]2[O:4][C@@H:11]([O:12][C:2](=[O:1])[CH3:3])[C@H:9]([O:10][C:5](=[O:6])[CH3:7])[C@@H:7]([O:8][C:9](=[O:10])[CH3:11])[C@@H:5]2[O:6][C:28](=[O:30])[CH3:29])(=[O:21])=[O:20])=[CH:15][CH:14]=1, predict the reactants needed to synthesize it. The reactants are: [O:1]=[CH:2][C@@H:3]([C@H:5]([C@@H:7]([C@@H:9]([CH2:11][OH:12])[OH:10])[OH:8])[OH:6])[OH:4].[C:13]1([CH3:23])[CH:18]=[CH:17][C:16]([S:19](Cl)(=[O:21])=[O:20])=[CH:15][CH:14]=1.C(O[C:28](=[O:30])[CH3:29])(=O)C.